Dataset: HIV replication inhibition screening data with 41,000+ compounds from the AIDS Antiviral Screen. Task: Binary Classification. Given a drug SMILES string, predict its activity (active/inactive) in a high-throughput screening assay against a specified biological target. The molecule is Nn1c(=S)[nH]n2cnnc12. The result is 0 (inactive).